From a dataset of Peptide-MHC class II binding affinity with 134,281 pairs from IEDB. Regression. Given a peptide amino acid sequence and an MHC pseudo amino acid sequence, predict their binding affinity value. This is MHC class II binding data. The peptide sequence is DASFKESFAIHLDYT. The MHC is DRB1_0901 with pseudo-sequence DRB1_0901. The binding affinity (normalized) is 0.352.